From a dataset of Full USPTO retrosynthesis dataset with 1.9M reactions from patents (1976-2016). Predict the reactants needed to synthesize the given product. (1) Given the product [OH:18][C:13]1[CH:14]=[CH:15][CH:16]=[CH:17][C:12]=1[CH:10]1[N:9]([C:39]([C:37]2[S:38][C:34]([C:29]3[CH:30]=[CH:31][CH:32]=[CH:33][C:28]=3[CH2:27][NH:26][C:24](=[O:25])[O:23][C:19]([CH3:22])([CH3:21])[CH3:20])=[CH:35][CH:36]=2)=[O:40])[N:8]=[C:7]([C:2]2[CH:3]=[N:4][CH:5]=[CH:6][N:1]=2)[CH2:11]1, predict the reactants needed to synthesize it. The reactants are: [N:1]1[CH:6]=[CH:5][N:4]=[CH:3][C:2]=1[C:7]1[CH2:11][CH:10]([C:12]2[CH:17]=[CH:16][CH:15]=[CH:14][C:13]=2[OH:18])[NH:9][N:8]=1.[C:19]([O:23][C:24]([NH:26][CH2:27][C:28]1[CH:33]=[CH:32][CH:31]=[CH:30][C:29]=1[C:34]1[S:38][C:37]([C:39](O)=[O:40])=[CH:36][CH:35]=1)=[O:25])([CH3:22])([CH3:21])[CH3:20].CCN=C=NCCCN(C)C. (2) The reactants are: [Br:1][C:2]1[CH:14]=[CH:13][C:12]2[C:11]3[C:6](=[CH:7][C:8]([Br:15])=[CH:9][CH:10]=3)[NH:5][C:4]=2[CH:3]=1.[C:25](P([C:25]([CH3:28])([CH3:27])[CH3:26])[C:25]([CH3:28])([CH3:27])[CH3:26])([CH3:28])([CH3:27])[CH3:26].C(=O)([O-])[O-].[Cs+].[Cs+].[C:35]([C:39]1[CH:40]=[CH:41][C:42]2[NH:43][C:44]3[C:49]([C:50]=2[CH:51]=1)=[CH:48][C:47]([C:52]([CH3:55])([CH3:54])[CH3:53])=[CH:46][CH:45]=3)([CH3:38])([CH3:37])[CH3:36]. Given the product [Br:1][C:2]1[CH:14]=[CH:13][C:12]2[C:11]3[C:6](=[CH:7][C:8]([Br:15])=[CH:9][CH:10]=3)[NH:5][C:4]=2[CH:3]=1.[C:49]([C:14]1[CH:2]=[CH:3][C:4]2[N:5]([C:46]3[CH:47]=[CH:26][C:25]4[C:27]5[C:42](=[CH:41][C:40]([N:43]6[C:44]7[CH:45]=[CH:46][C:47]([C:52]([CH3:55])([CH3:54])[CH3:53])=[CH:48][C:49]=7[C:50]7[C:42]6=[CH:41][CH:40]=[C:39]([C:35]([CH3:38])([CH3:37])[CH3:36])[CH:51]=7)=[CH:39][CH:35]=5)[NH:43][C:28]=4[CH:45]=3)[C:6]3[C:11]([C:12]=2[CH:13]=1)=[CH:10][C:9]([C:52]([CH3:55])([CH3:54])[CH3:53])=[CH:8][CH:7]=3)([CH3:48])([CH3:44])[CH3:50], predict the reactants needed to synthesize it. (3) Given the product [I:14][C:3]1[C:4]2[C:5]([C:10]#[N:11])=[CH:6][CH:7]=[CH:8][C:9]=2[NH:1][N:2]=1, predict the reactants needed to synthesize it. The reactants are: [NH:1]1[C:9]2[CH:8]=[CH:7][CH:6]=[C:5]([C:10]#[N:11])[C:4]=2[CH:3]=[N:2]1.[OH-].[K+].[I:14]I. (4) Given the product [NH2:2][C@H:3]([C:27]([OH:30])=[O:28])[CH2:21][C:19]1[N:18]=[CH:17][NH:16][CH:20]=1.[C:9]([O-:26])(=[O:10])[CH3:11], predict the reactants needed to synthesize it. The reactants are: Cl.[NH2:2][CH2:3]CC1C=[CH:11][C:9]([OH:10])=C(O)C=1.C([N:16]=[C:17]=[N:18][CH:19]([CH3:21])[CH3:20])(C)C.CN(C=[O:26])C.[C:27]([O-:30])([O-])=[O:28].[K+].[K+]. (5) Given the product [F:1][C:2]1[CH:3]=[C:4]([C:24]#[N:25])[C:5]([C:8]2[CH:13]=[C:12]([C:27]3[CH:32]=[N:31][NH:30][C:29](=[O:33])[CH:28]=3)[CH:11]=[CH:10][C:9]=2[F:23])=[CH:6][CH:7]=1, predict the reactants needed to synthesize it. The reactants are: [F:1][C:2]1[CH:3]=[C:4]([C:24]#[N:25])[C:5]([C:8]2[CH:13]=[C:12](B3OC(C)(C)C(C)(C)O3)[CH:11]=[CH:10][C:9]=2[F:23])=[CH:6][CH:7]=1.Cl[C:27]1[CH:32]=[N:31][NH:30][C:29](=[O:33])[CH:28]=1.